The task is: Predict the product of the given reaction.. This data is from Forward reaction prediction with 1.9M reactions from USPTO patents (1976-2016). (1) Given the reactants [C:1]([C:3]1[CH:8]=[CH:7][C:6]([N:9]2[C@@H:13]3[CH2:14][O:15][CH2:16][CH2:17][C@H:12]3[N:11]([C:18]3[CH:26]=[CH:25][C:21]([C:22](O)=[O:23])=[C:20]([F:27])[CH:19]=3)[C:10]2=[O:28])=[CH:5][C:4]=1[C:29]([F:32])([F:31])[F:30])#[N:2].[Cl-].[NH4+:34], predict the reaction product. The product is: [C:1]([C:3]1[CH:8]=[CH:7][C:6]([N:9]2[C@@H:13]3[CH2:14][O:15][CH2:16][CH2:17][C@H:12]3[N:11]([C:18]3[CH:26]=[CH:25][C:21]([C:22]([NH2:34])=[O:23])=[C:20]([F:27])[CH:19]=3)[C:10]2=[O:28])=[CH:5][C:4]=1[C:29]([F:32])([F:30])[F:31])#[N:2]. (2) Given the reactants [CH3:1][C@H:2]([C:7](=O)[C:8]1[CH:22]=[CH:21][C:11]2[N:12]=[C:13]([C:15]3[CH:20]=[CH:19][CH:18]=[CH:17][CH:16]=3)[O:14][C:10]=2[CH:9]=1)[CH2:3][C:4](O)=[O:5].O.[NH2:25][NH2:26], predict the reaction product. The product is: [CH3:1][C@@H:2]1[C:7]([C:8]2[CH:22]=[CH:21][C:11]3[N:12]=[C:13]([C:15]4[CH:20]=[CH:19][CH:18]=[CH:17][CH:16]=4)[O:14][C:10]=3[CH:9]=2)=[N:26][NH:25][C:4](=[O:5])[CH2:3]1. (3) Given the reactants [CH3:1][C:2]([OH:38])([CH2:4][CH2:5][CH2:6][C@:7]([OH:37])([C:12]([O:14][C@@H:15]1[C:31]([O:32][CH3:33])=[CH:30][C@:26]23[CH2:27][CH2:28][CH2:29][N:25]2[CH2:24][CH2:23][C:22]2[C:17](=[CH:18][C:19]4[O:36][CH2:35][O:34][C:20]=4[CH:21]=2)[C@H:16]13)=[O:13])[CH2:8][C:9]([OH:11])=[O:10])[CH3:3].[CH3:39]N(C=O)C.C(N(CC)C(C)C)(C)C, predict the reaction product. The product is: [CH3:3][C:2]([OH:38])([CH2:4][CH2:5][CH2:6][C@:7]([OH:37])([C:12]([O:14][C@@H:15]1[C:31]([O:32][CH3:33])=[CH:30][C@:26]23[CH2:27][CH2:28][CH2:29][N:25]2[CH2:24][CH2:23][C:22]2[CH:21]=[C:20]4[O:34][CH2:35][O:36][C:19]4=[CH:18][C:17]=2[C@H:16]13)=[O:13])[CH2:8][C:9]([O:11][CH3:39])=[O:10])[CH3:1]. (4) Given the reactants [Cl:1][C:2]1[CH:3]=[CH:4][C:5]2[N:11]([C:12](=[O:38])[C:13]3[CH:18]=[CH:17][C:16]([N:19]([CH2:26][CH2:27][O:28][C:29]4[CH:34]=[CH:33][CH:32]=[CH:31][C:30]=4[CH3:35])C(=O)C(F)(F)F)=[CH:15][C:14]=3[O:36][CH3:37])[CH2:10][CH2:9][CH2:8][CH:7]([CH2:39][C:40]([N:42]3[CH2:47][CH2:46][N:45]([CH3:48])[CH2:44][CH2:43]3)=[O:41])[C:6]=2[CH:49]=1.C(=O)([O-])[O-].[K+].[K+], predict the reaction product. The product is: [Cl:1][C:2]1[CH:3]=[CH:4][C:5]2[N:11]([C:12](=[O:38])[C:13]3[CH:18]=[CH:17][C:16]([NH:19][CH2:26][CH2:27][O:28][C:29]4[CH:34]=[CH:33][CH:32]=[CH:31][C:30]=4[CH3:35])=[CH:15][C:14]=3[O:36][CH3:37])[CH2:10][CH2:9][CH2:8][CH:7]([CH2:39][C:40]([N:42]3[CH2:47][CH2:46][N:45]([CH3:48])[CH2:44][CH2:43]3)=[O:41])[C:6]=2[CH:49]=1. (5) The product is: [CH2:1]([O:5][CH2:6][CH:7]1[O:9][CH2:8]1)[CH:2]1[O:4][CH2:3]1. Given the reactants [CH2:1]([O:5][CH2:6][CH:7]=[CH2:8])[CH:2]1[O:4][CH2:3]1.[OH2:9], predict the reaction product. (6) Given the reactants [O:1]([CH2:8][C:9]1[N:13]([CH2:14][C:15]2[CH:20]=[CH:19][C:18]([O:21][C:22]([F:25])([F:24])[F:23])=[CH:17][CH:16]=2)[C:12]2[CH:26]=[CH:27][C:28]([C:30](O)=[O:31])=[CH:29][C:11]=2[N:10]=1)[C:2]1[CH:7]=[CH:6][CH:5]=[CH:4][CH:3]=1.CC(C)N=C=NC(C)C.[F:42][C:43]([F:54])([F:53])[O:44][C:45]1[CH:52]=[CH:51][C:48]([CH2:49][NH2:50])=[CH:47][CH:46]=1, predict the reaction product. The product is: [F:42][C:43]([F:53])([F:54])[O:44][C:45]1[CH:52]=[CH:51][C:48]([CH2:49][NH:50][C:30]([C:28]2[CH:27]=[CH:26][C:12]3[N:13]([CH2:14][C:15]4[CH:20]=[CH:19][C:18]([O:21][C:22]([F:25])([F:23])[F:24])=[CH:17][CH:16]=4)[C:9]([CH2:8][O:1][C:2]4[CH:3]=[CH:4][CH:5]=[CH:6][CH:7]=4)=[N:10][C:11]=3[CH:29]=2)=[O:31])=[CH:47][CH:46]=1. (7) Given the reactants [CH2:1]([N:4]1[C:12]2[C:11](=O)[NH:10][C:9](=[O:14])[N:8]([CH2:15][CH2:16][CH2:17][CH2:18][CH3:19])[C:7]=2[N:6]=[CH:5]1)[CH:2]=[CH2:3].P(Cl)(Cl)([Cl:22])=O, predict the reaction product. The product is: [CH2:1]([N:4]1[C:12]2[C:11]([Cl:22])=[N:10][C:9](=[O:14])[N:8]([CH2:15][CH2:16][CH2:17][CH2:18][CH3:19])[C:7]=2[N:6]=[CH:5]1)[CH:2]=[CH2:3].